From a dataset of Peptide-MHC class II binding affinity with 134,281 pairs from IEDB. Regression. Given a peptide amino acid sequence and an MHC pseudo amino acid sequence, predict their binding affinity value. This is MHC class II binding data. (1) The peptide sequence is KKWGAPTITNDGVSIAKEIE. The MHC is DRB1_0301 with pseudo-sequence DRB1_0301. The binding affinity (normalized) is 0.473. (2) The MHC is DRB1_0101 with pseudo-sequence DRB1_0101. The binding affinity (normalized) is 0.0501. The peptide sequence is VSVDCSEYPKPDCTA.